Task: Regression. Given a peptide amino acid sequence and an MHC pseudo amino acid sequence, predict their binding affinity value. This is MHC class I binding data.. Dataset: Peptide-MHC class I binding affinity with 185,985 pairs from IEDB/IMGT (1) The peptide sequence is YYLIKYLHV. The MHC is HLA-B57:01 with pseudo-sequence HLA-B57:01. The binding affinity (normalized) is 0.0847. (2) The MHC is HLA-A02:01 with pseudo-sequence HLA-A02:01. The binding affinity (normalized) is 0.0847. The peptide sequence is EPGPSGLLI. (3) The MHC is HLA-A29:02 with pseudo-sequence HLA-A29:02. The binding affinity (normalized) is 0.0847. The peptide sequence is EHVQGDIDL.